Dataset: Catalyst prediction with 721,799 reactions and 888 catalyst types from USPTO. Task: Predict which catalyst facilitates the given reaction. (1) Reactant: [Cl:1][C:2]1[CH:26]=[CH:25][CH:24]=[CH:23][C:3]=1[C:4]([C:6]1[S:10][C:9]([NH:11][C:12](=[O:22])[CH:13]([C:16]2[CH:21]=[CH:20][CH:19]=[CH:18][CH:17]=2)[CH2:14][CH3:15])=[N:8][CH:7]=1)=[O:5].[BH4-].[Na+]. Product: [Cl:1][C:2]1[CH:26]=[CH:25][CH:24]=[CH:23][C:3]=1[CH:4]([OH:5])[C:6]1[S:10][C:9]([NH:11][C:12](=[O:22])[CH:13]([C:16]2[CH:21]=[CH:20][CH:19]=[CH:18][CH:17]=2)[CH2:14][CH3:15])=[N:8][CH:7]=1. The catalyst class is: 5. (2) Product: [Br:25][C:26]1[CH:31]=[CH:30][CH:29]=[C:28]([CH2:32][CH3:1])[N:27]=1. Reactant: [CH2:1]([Li])CCC.C(NC(C)C)(C)C.O1CCCC1.C(=O)=O.CC(C)=O.[Br:25][C:26]1[CH:31]=[CH:30][CH:29]=[C:28]([CH3:32])[N:27]=1.CI. The catalyst class is: 6. (3) Reactant: [Cl:1][C:2]1[CH:7]=[CH:6][C:5]([C@@H:8]([NH2:11])[CH2:9][CH3:10])=[C:4]([F:12])[C:3]=1[C:13]([C:15]1[CH:16]=[N:17][CH:18]=[CH:19][CH:20]=1)=[O:14].[N:21]1([C:31]([O:33][C:34]([CH3:37])([CH3:36])[CH3:35])=[O:32])[CH2:25][CH:24]=[C:23]([C:26](OCC)=[O:27])[CH2:22]1.C(N=C=NCCCN(C)C)C.ON1C2N=CC=CC=2N=N1.C(N(CC)CC)C. Product: [C:34]([O:33][C:31]([N:21]1[CH2:25][CH:24]=[C:23]([C:26](=[O:27])[NH:11][C@H:8]([C:5]2[CH:6]=[CH:7][C:2]([Cl:1])=[C:3]([C:13]([C:15]3[CH:16]=[N:17][CH:18]=[CH:19][CH:20]=3)=[O:14])[C:4]=2[F:12])[CH2:9][CH3:10])[CH2:22]1)=[O:32])([CH3:37])([CH3:36])[CH3:35]. The catalyst class is: 2.